Dataset: NCI-60 drug combinations with 297,098 pairs across 59 cell lines. Task: Regression. Given two drug SMILES strings and cell line genomic features, predict the synergy score measuring deviation from expected non-interaction effect. (1) Drug 1: C1=CN(C=N1)CC(O)(P(=O)(O)O)P(=O)(O)O. Drug 2: C1CN1C2=NC(=NC(=N2)N3CC3)N4CC4. Cell line: HL-60(TB). Synergy scores: CSS=38.1, Synergy_ZIP=-1.78, Synergy_Bliss=-4.31, Synergy_Loewe=-24.2, Synergy_HSA=-8.21. (2) Drug 1: C(CC(=O)O)C(=O)CN.Cl. Drug 2: CC(C)NC(=O)C1=CC=C(C=C1)CNNC.Cl. Cell line: NCI-H460. Synergy scores: CSS=0.586, Synergy_ZIP=-1.38, Synergy_Bliss=0.0379, Synergy_Loewe=-3.42, Synergy_HSA=-3.42. (3) Drug 1: CC1=CC=C(C=C1)C2=CC(=NN2C3=CC=C(C=C3)S(=O)(=O)N)C(F)(F)F. Drug 2: CC1CCC2CC(C(=CC=CC=CC(CC(C(=O)C(C(C(=CC(C(=O)CC(OC(=O)C3CCCCN3C(=O)C(=O)C1(O2)O)C(C)CC4CCC(C(C4)OC)OCCO)C)C)O)OC)C)C)C)OC. Cell line: HOP-62. Synergy scores: CSS=6.80, Synergy_ZIP=1.27, Synergy_Bliss=4.21, Synergy_Loewe=0.291, Synergy_HSA=-1.11.